This data is from Reaction yield outcomes from USPTO patents with 853,638 reactions. The task is: Predict the reaction yield, written as a fraction of the theoretical maximum amount of product (1.0 means a 100% yield; for example, 0.34 means a 34% yield). (1) The reactants are C1(NC(N)=S)C=CC=CC=1.[Cl:11][C:12]1[CH:17]=[CH:16][C:15]([NH:18][C:19]([NH:21][C:22]2[CH:27]=[CH:26][CH:25]=[C:24]([F:28])[C:23]=2[CH3:29])=[S:20])=[C:14]([OH:30])[C:13]=1[S:31]([N:34]([CH3:36])[CH3:35])(=[O:33])=[O:32].[Si:37](Cl)([C:40]([CH3:43])([CH3:42])[CH3:41])([CH3:39])[CH3:38].N1C=CN=C1. No catalyst specified. The product is [CH3:29][C:23]1[C:24]([F:28])=[CH:25][CH:26]=[CH:27][C:22]=1[NH:21][C:19]([NH:18][C:15]1[CH:16]=[CH:17][C:12]([Cl:11])=[C:13]([S:31]([N:34]([CH3:35])[CH3:36])(=[O:32])=[O:33])[C:14]=1[O:30][Si:37]([C:40]([CH3:43])([CH3:42])[CH3:41])([CH3:39])[CH3:38])=[S:20]. The yield is 0.490. (2) The reactants are [I:1][C:2]1[CH:3]=[C:4]2[C:8](=[CH:9][CH:10]=1)[NH:7][CH:6]=[CH:5]2.[C:11]([O:15][C:16](O[C:16]([O:15][C:11]([CH3:14])([CH3:13])[CH3:12])=[O:17])=[O:17])([CH3:14])([CH3:13])[CH3:12]. The catalyst is C(#N)C.CN(C1C=CN=CC=1)C. The product is [C:11]([O:15][C:16]([N:7]1[C:8]2[C:4](=[CH:3][C:2]([I:1])=[CH:10][CH:9]=2)[CH:5]=[CH:6]1)=[O:17])([CH3:14])([CH3:13])[CH3:12]. The yield is 0.990. (3) The reactants are Br[C:2]1[C:6]2[N:7]=[C:8]([Cl:17])[N:9]=[C:10]([N:11]3[CH2:16][CH2:15][O:14][CH2:13][CH2:12]3)[C:5]=2[S:4][CH:3]=1.O1CCO[CH2:20][CH2:19]1. The catalyst is C1C=CC([P]([Pd]([P](C2C=CC=CC=2)(C2C=CC=CC=2)C2C=CC=CC=2)([P](C2C=CC=CC=2)(C2C=CC=CC=2)C2C=CC=CC=2)[P](C2C=CC=CC=2)(C2C=CC=CC=2)C2C=CC=CC=2)(C2C=CC=CC=2)C2C=CC=CC=2)=CC=1. The product is [Cl:17][C:8]1[N:9]=[C:10]([N:11]2[CH2:16][CH2:15][O:14][CH2:13][CH2:12]2)[C:5]2[S:4][CH:3]=[C:2]([CH:19]=[CH2:20])[C:6]=2[N:7]=1. The yield is 0.395. (4) The reactants are C(OC([N:8]1[CH2:13][CH2:12][N:11]([C:14]2[N:19]=[C:18]([C:20]3[CH:25]=[CH:24][N:23]=[C:22]([NH:26][CH:27]4[CH2:32][CH2:31][CH2:30][CH2:29][CH2:28]4)[CH:21]=3)[C:17]3[CH2:33][NH:34][C:35](=[O:36])[C:16]=3[CH:15]=2)[CH2:10][CH2:9]1)=O)(C)(C)C.FC(F)(F)C(O)=O. The catalyst is ClCCl. The product is [CH:27]1([NH:26][C:22]2[CH:21]=[C:20]([C:18]3[C:17]4[CH2:33][NH:34][C:35](=[O:36])[C:16]=4[CH:15]=[C:14]([N:11]4[CH2:12][CH2:13][NH:8][CH2:9][CH2:10]4)[N:19]=3)[CH:25]=[CH:24][N:23]=2)[CH2:32][CH2:31][CH2:30][CH2:29][CH2:28]1. The yield is 0.900. (5) The reactants are CCN=C=NCCCN(C)C.Cl.[C:13]([C:16]1[CH:17]=[C:18]([CH:29]=[CH:30][CH:31]=1)[CH2:19][N:20]([CH3:28])[C:21](=[O:27])[O:22][C:23]([CH3:26])([CH3:25])[CH3:24])([OH:15])=O.[NH:32]1[C:41]2[C:36](=[CH:37][CH:38]=[CH:39][CH:40]=2)[NH:35][CH2:34][C:33]1=[O:42]. The catalyst is CN(C)C1C=CN=CC=1.ClCCl.C(OCC)(=O)C. The product is [N:35]1([C:13]([C:16]2[CH:17]=[C:18]([CH:29]=[CH:30][CH:31]=2)[CH2:19][N:20]([CH3:28])[C:21](=[O:27])[O:22][C:23]([CH3:26])([CH3:25])[CH3:24])=[O:15])[C:36]2[C:41](=[CH:40][CH:39]=[CH:38][CH:37]=2)[NH:32][C:33](=[O:42])[CH2:34]1. The yield is 0.270.